This data is from Full USPTO retrosynthesis dataset with 1.9M reactions from patents (1976-2016). The task is: Predict the reactants needed to synthesize the given product. (1) The reactants are: [O:1]=[C:2]1[CH2:10][C:9]2[C:4](=[CH:5][C:6]([C:11]([C:13]3[CH:14]=[C:15]([NH:19][C:20]([C:22]4[CH:23]=[N:24][N:25]([CH3:28])[C:26]=4[Cl:27])=[O:21])[CH:16]=[CH:17][CH:18]=3)=[O:12])=[CH:7][CH:8]=2)[NH:3]1.[CH:29](OCC)=[O:30].[O-]CC.[Na+].Cl. Given the product [OH:30][CH:29]=[C:10]1[C:9]2[C:4](=[CH:5][C:6]([C:11]([C:13]3[CH:14]=[C:15]([NH:19][C:20]([C:22]4[CH:23]=[N:24][N:25]([CH3:28])[C:26]=4[Cl:27])=[O:21])[CH:16]=[CH:17][CH:18]=3)=[O:12])=[CH:7][CH:8]=2)[NH:3][C:2]1=[O:1], predict the reactants needed to synthesize it. (2) Given the product [Cl:8][C:9]1[CH:16]=[C:15]([N:17]2[C:21](=[O:22])[C@@H:20]([CH3:1])[C@H:19]([OH:23])[C@@H:18]2[CH2:24][CH3:25])[CH:14]=[CH:13][C:10]=1[C:11]#[N:12], predict the reactants needed to synthesize it. The reactants are: [CH:1](NC(C)C)(C)C.[Cl:8][C:9]1[CH:16]=[C:15]([N:17]2[C:21](=[O:22])[CH2:20][C@H:19]([OH:23])[C@@H:18]2[CH2:24][CH3:25])[CH:14]=[CH:13][C:10]=1[C:11]#[N:12].IC.C(O)(=O)C. (3) Given the product [C:1]([N:4]1[CH2:9][CH2:8][N:7]([CH2:10][C:11]([NH:13][C:14]2[CH:19]=[CH:18][C:17]([C:25]3[CH:24]=[C:23]([F:22])[CH:28]=[C:27]([F:29])[CH:26]=3)=[CH:16][N:15]=2)=[O:12])[CH2:6][C@H:5]1[CH3:21])(=[O:3])[CH3:2], predict the reactants needed to synthesize it. The reactants are: [C:1]([N:4]1[CH2:9][CH2:8][N:7]([CH2:10][C:11]([NH:13][C:14]2[CH:19]=[CH:18][C:17](Br)=[CH:16][N:15]=2)=[O:12])[CH2:6][C@H:5]1[CH3:21])(=[O:3])[CH3:2].[F:22][C:23]1[CH:24]=[C:25](B(O)O)[CH:26]=[C:27]([F:29])[CH:28]=1.